Dataset: Reaction yield outcomes from USPTO patents with 853,638 reactions. Task: Predict the reaction yield, written as a fraction of the theoretical maximum amount of product (1.0 means a 100% yield; for example, 0.34 means a 34% yield). (1) The reactants are [CH3:1][O:2][C:3]([NH:5][C@H:6]([CH:17]1[CH2:22][CH2:21][CH2:20][CH2:19][CH2:18]1)[C:7]([N:9]1[CH2:13][CH2:12][CH2:11][C@H:10]1[C:14]([OH:16])=O)=[O:8])=[O:4].[NH2:23][CH2:24][C:25]1[CH:26]=[C:27]2[C:32](=[CH:33][CH:34]=1)[C:31]([NH2:35])=[N:30][CH:29]=[CH:28]2.CN1CCOCC1.F[B-](F)(F)F.N1(OC(N(C)C)=[N+](C)C)C2C=CC=CC=2N=N1. The catalyst is CN(C)C=O. The product is [CH3:1][O:2][C:3](=[O:4])[NH:5][C@H:6]([CH:17]1[CH2:22][CH2:21][CH2:20][CH2:19][CH2:18]1)[C:7]([N:9]1[CH2:13][CH2:12][CH2:11][C@H:10]1[C:14](=[O:16])[NH:23][CH2:24][C:25]1[CH:26]=[C:27]2[C:32](=[CH:33][CH:34]=1)[C:31]([NH2:35])=[N:30][CH:29]=[CH:28]2)=[O:8]. The yield is 0.580. (2) The reactants are [CH3:1][C:2]1[CH:7]=[C:6]([CH2:8][O:9][C:10]2[CH:11]=[C:12]([CH2:16][CH2:17][C:18]([O:20]C)=[O:19])[CH:13]=[CH:14][CH:15]=2)[CH:5]=[CH:4][C:3]=1[C:22]1[CH:27]=[CH:26][CH:25]=[C:24]([O:28][CH3:29])[CH:23]=1.[Li+].[OH-]. The catalyst is C1COCC1.CO. The product is [CH3:1][C:2]1[CH:7]=[C:6]([CH2:8][O:9][C:10]2[CH:11]=[C:12]([CH2:16][CH2:17][C:18]([OH:20])=[O:19])[CH:13]=[CH:14][CH:15]=2)[CH:5]=[CH:4][C:3]=1[C:22]1[CH:27]=[CH:26][CH:25]=[C:24]([O:28][CH3:29])[CH:23]=1. The yield is 0.831. (3) The reactants are [Si:1]([O:8][C@@H:9]1[C@@H:13]([CH2:14][O:15][Si:16]([C:19]([CH3:22])([CH3:21])[CH3:20])([CH3:18])[CH3:17])[O:12][C@@H:11]([N:23]2[C:41]3[N:40]=[CH:39][N:38]=[C:27]([O:28][C:29]4[CH:34]=[CH:33][C:32]([N+:35]([O-:37])=[O:36])=[CH:31][CH:30]=4)[C:26]=3[N:25]=[CH:24]2)[CH2:10]1)([C:4]([CH3:7])([CH3:6])[CH3:5])([CH3:3])[CH3:2].N1(OC2C3N=CN(C=3N=CN=2)[C@@H]2O[C@H](C[O:59][Si:60]([C:63]([CH3:66])([CH3:65])[CH3:64])([CH3:62])[CH3:61])[C@@H]([O:59][Si:60]([C:63]([CH3:66])([CH3:65])[CH3:64])([CH3:62])[CH3:61])[C@H]2[O:59][Si:60]([C:63]([CH3:66])([CH3:65])[CH3:64])([CH3:62])[CH3:61])C2C=CC=CC=2N=N1.[N+](C1C=CC(O)=CC=1)([O-])=O.C([O-])([O-])=O.[Cs+].[Cs+]. The catalyst is COCCOC. The product is [N+:35]([C:32]1[CH:33]=[CH:34][C:29]([O:28][C:27]2[C:26]3[N:25]=[CH:24][N:23]([C:41]=3[N:40]=[CH:39][N:38]=2)[C@@H:11]2[O:12][C@H:13]([CH2:14][O:15][Si:16]([C:19]([CH3:20])([CH3:21])[CH3:22])([CH3:17])[CH3:18])[C@@H:9]([O:8][Si:1]([C:4]([CH3:6])([CH3:7])[CH3:5])([CH3:3])[CH3:2])[C@H:10]2[O:59][Si:60]([C:63]([CH3:66])([CH3:65])[CH3:64])([CH3:62])[CH3:61])=[CH:30][CH:31]=1)([O-:37])=[O:36]. The yield is 0.810. (4) The reactants are [CH3:1][C:2]1[O:6][C:5]([C:7]2[CH:12]=[CH:11][CH:10]=[CH:9][CH:8]=2)=[N:4][C:3]=1[CH2:13][CH2:14][C:15]1[O:16][CH:17]=[C:18]([CH2:20][O:21][C:22]2[CH:27]=[CH:26][CH:25]=[CH:24][C:23]=2[CH2:28][C:29]([O:31]C)=[O:30])[N:19]=1.O1CCCC1.[OH-].[Na+].Cl. The catalyst is O.CO. The product is [CH3:1][C:2]1[O:6][C:5]([C:7]2[CH:8]=[CH:9][CH:10]=[CH:11][CH:12]=2)=[N:4][C:3]=1[CH2:13][CH2:14][C:15]1[O:16][CH:17]=[C:18]([CH2:20][O:21][C:22]2[CH:27]=[CH:26][CH:25]=[CH:24][C:23]=2[CH2:28][C:29]([OH:31])=[O:30])[N:19]=1. The yield is 0.810. (5) The reactants are C([O:3][C:4]([C:6]1[CH:7]=[N:8][N:9]([CH2:11][C:12]2[CH:17]=[CH:16][C:15]([CH2:18][N:19]3[CH:24]=[CH:23][CH:22]=[CH:21][C:20]3=[O:25])=[CH:14][CH:13]=2)[CH:10]=1)=[O:5])C.O. The catalyst is C1COCC1. The product is [O:25]=[C:20]1[CH:21]=[CH:22][CH:23]=[CH:24][N:19]1[CH2:18][C:15]1[CH:14]=[CH:13][C:12]([CH2:11][N:9]2[CH:10]=[C:6]([C:4]([OH:5])=[O:3])[CH:7]=[N:8]2)=[CH:17][CH:16]=1. The yield is 0.650. (6) The reactants are [CH2:1]([O:3][C:4]1[CH:5]=[CH:6][C:7]([C:10]([O:12]C)=[O:11])=[N:8][CH:9]=1)[CH3:2].[OH-].[Li+]. The catalyst is C1COCC1.CO.Cl.C(OCC)(=O)C. The product is [CH2:1]([O:3][C:4]1[CH:5]=[CH:6][C:7]([C:10]([OH:12])=[O:11])=[N:8][CH:9]=1)[CH3:2]. The yield is 0.723.